From a dataset of Catalyst prediction with 721,799 reactions and 888 catalyst types from USPTO. Predict which catalyst facilitates the given reaction. (1) Reactant: C(Cl)Cl.[CH3:4][C:5]1[CH:10]=[CH:9][C:8]([S:11][C:12]2[C:20]3[NH:19][C:18]4[CH2:21][CH2:22][NH:23][CH2:24][C:17]=4[C:16]=3[CH:15]=[CH:14][CH:13]=2)=[CH:7][CH:6]=1.C(N(CC)CC)C.[C:32](O[C:32]([O:34][C:35]([CH3:38])([CH3:37])[CH3:36])=[O:33])([O:34][C:35]([CH3:38])([CH3:37])[CH3:36])=[O:33]. Product: [CH3:4][C:5]1[CH:6]=[CH:7][C:8]([S:11][C:12]2[C:20]3[NH:19][C:18]4[CH2:21][CH2:22][N:23]([C:32]([O:34][C:35]([CH3:38])([CH3:37])[CH3:36])=[O:33])[CH2:24][C:17]=4[C:16]=3[CH:15]=[CH:14][CH:13]=2)=[CH:9][CH:10]=1. The catalyst class is: 6. (2) Reactant: Br.[NH2:2][C:3]1[C:11]([OH:12])=[CH:10][CH:9]=[CH:8][C:4]=1[C:5]([OH:7])=[O:6].[CH:13]1([C:18](Cl)=O)[CH2:17][CH2:16][CH2:15][CH2:14]1.C(N(CC)CC)C.O.C1(C)C=CC(S(O)(=O)=O)=CC=1. Product: [CH:13]1([C:18]2[O:12][C:11]3[C:3](=[C:4]([C:5]([OH:7])=[O:6])[CH:8]=[CH:9][CH:10]=3)[N:2]=2)[CH2:17][CH2:16][CH2:15][CH2:14]1. The catalyst class is: 4. (3) Reactant: [F:1][C:2]1[CH:17]=[C:16]([N+:18]([O-])=O)[CH:15]=[CH:14][C:3]=1[O:4][C:5]1[C:10]2[CH:11]=[CH:12][O:13][C:9]=2[CH:8]=[CH:7][CH:6]=1. Product: [O:13]1[C:9]2[CH:8]=[CH:7][CH:6]=[C:5]([O:4][C:3]3[CH:14]=[CH:15][C:16]([NH2:18])=[CH:17][C:2]=3[F:1])[C:10]=2[CH:11]=[CH:12]1. The catalyst class is: 865.